Dataset: Full USPTO retrosynthesis dataset with 1.9M reactions from patents (1976-2016). Task: Predict the reactants needed to synthesize the given product. (1) Given the product [CH3:1][O:2][C:3]1[CH:4]=[C:5]([N:11]([CH2:33][C:32]2[CH:35]=[CH:36][C:29]([O:28][CH3:27])=[CH:30][CH:31]=2)[C:12]([C:14]2[C:18]3[N:19]=[CH:20][N:21]=[C:22]([S:23][CH3:24])[C:17]=3[S:16][CH:15]=2)=[O:13])[CH:6]=[C:7]([O:9][CH3:10])[CH:8]=1, predict the reactants needed to synthesize it. The reactants are: [CH3:1][O:2][C:3]1[CH:4]=[C:5]([NH:11][C:12]([C:14]2[C:18]3[N:19]=[CH:20][N:21]=[C:22]([S:23][CH3:24])[C:17]=3[S:16][CH:15]=2)=[O:13])[CH:6]=[C:7]([O:9][CH3:10])[CH:8]=1.[OH-].[Na+].[CH3:27][O:28][C:29]1[CH:36]=[CH:35][C:32]([CH2:33]Cl)=[CH:31][CH:30]=1.O. (2) Given the product [CH3:25][O:24][C:21]1[CH:20]=[CH:19][C:18]([CH2:17][O:16][CH:15]2[CH2:10][CH:11]([OH:12])[CH:13]=[CH:14]2)=[CH:23][CH:22]=1, predict the reactants needed to synthesize it. The reactants are: C(OC[C@@H:10]1[C@@H:15]([O:16][CH2:17][C:18]2[CH:23]=[CH:22][C:21]([O:24][CH3:25])=[CH:20][CH:19]=2)[CH2:14][C@@H:13]2[C@H:11]1[O:12]2)C1C=CC=CC=1.C[Si](C)(C)[N-][Si](C)(C)C.[Li+]. (3) The reactants are: [H-].[H-].[H-].[H-].[Li+].[Al+3].OS(O)(=O)=O.[I:12][C:13]1[CH:18]=[CH:17][C:16]([C:19]2([C:31]#[N:32])[CH2:24][CH2:23][N:22]([CH2:25][CH2:26][C:27]([F:30])([F:29])[F:28])[CH2:21][CH2:20]2)=[CH:15][CH:14]=1. Given the product [I:12][C:13]1[CH:14]=[CH:15][C:16]([C:19]2([CH2:31][NH2:32])[CH2:24][CH2:23][N:22]([CH2:25][CH2:26][C:27]([F:28])([F:29])[F:30])[CH2:21][CH2:20]2)=[CH:17][CH:18]=1, predict the reactants needed to synthesize it.